Dataset: Catalyst prediction with 721,799 reactions and 888 catalyst types from USPTO. Task: Predict which catalyst facilitates the given reaction. (1) Reactant: [H-].[Na+].[CH3:3][C:4]1[CH:10]=[CH:9][CH:8]=[C:7]([CH3:11])[C:5]=1[NH2:6].[CH3:12][O:13][C:14]([C:16]1[CH:22]=[CH:21][C:19](=O)[O:18][CH:17]=1)=[O:15].[Cl-].[NH4+]. Product: [CH3:3][C:4]1[CH:10]=[CH:9][CH:8]=[C:7]([CH3:11])[C:5]=1[N:6]1[C:19](=[O:18])[CH:21]=[CH:22][C:16]([C:14]([O:13][CH3:12])=[O:15])=[CH:17]1. The catalyst class is: 7. (2) The catalyst class is: 23. Reactant: C([SiH](CC)CC)C.FC(F)(F)C(O)=O.[Cl:15][C:16]1[CH:21]=[CH:20][C:19]([CH:22](O)[C:23]2[C:31]3[C:26](=[N:27][CH:28]=[C:29]([NH:32][C:33](=[O:49])[C:34]4[C:39]([F:40])=[CH:38][CH:37]=[C:36]([NH:41][S:42]([CH2:45][CH2:46][CH3:47])(=[O:44])=[O:43])[C:35]=4[F:48])[CH:30]=3)[NH:25][CH:24]=2)=[CH:18][CH:17]=1. Product: [Cl:15][C:16]1[CH:17]=[CH:18][C:19]([CH2:22][C:23]2[C:31]3[C:26](=[N:27][CH:28]=[C:29]([NH:32][C:33](=[O:49])[C:34]4[C:39]([F:40])=[CH:38][CH:37]=[C:36]([NH:41][S:42]([CH2:45][CH2:46][CH3:47])(=[O:44])=[O:43])[C:35]=4[F:48])[CH:30]=3)[NH:25][CH:24]=2)=[CH:20][CH:21]=1.